Dataset: Catalyst prediction with 721,799 reactions and 888 catalyst types from USPTO. Task: Predict which catalyst facilitates the given reaction. Reactant: [BH4-].[Na+].[F:3][C:4]1[CH:25]=[CH:24][CH:23]=[CH:22][C:5]=1[CH:6]=[C:7]1[C:12](=[O:13])[C:11](=[CH:14][C:15]2[CH:20]=[CH:19][CH:18]=[CH:17][C:16]=2[F:21])[CH2:10][NH:9][CH2:8]1. Product: [F:21][C:16]1[CH:17]=[CH:18][CH:19]=[CH:20][C:15]=1[CH:14]=[C:11]1[CH:12]([OH:13])[C:7](=[CH:6][C:5]2[CH:22]=[CH:23][CH:24]=[CH:25][C:4]=2[F:3])[CH2:8][NH:9][CH2:10]1. The catalyst class is: 8.